This data is from Reaction yield outcomes from USPTO patents with 853,638 reactions. The task is: Predict the reaction yield, written as a fraction of the theoretical maximum amount of product (1.0 means a 100% yield; for example, 0.34 means a 34% yield). (1) The reactants are [NH2:1][C:2]1[C:3]([CH3:9])=[N:4][C:5]([Cl:8])=[CH:6][CH:7]=1.[CH3:10][S:11](Cl)(=[O:13])=[O:12]. The catalyst is N1C=CC=CC=1. The product is [Cl:8][C:5]1[N:4]=[C:3]([CH3:9])[C:2]([NH:1][S:11]([CH3:10])(=[O:13])=[O:12])=[CH:7][CH:6]=1. The yield is 0.550. (2) The reactants are [NH:1]1[CH2:6][CH2:5][CH2:4][CH2:3][C@H:2]1[C:7]([O:9][C@@H:10]([C:23]1[CH:28]=[CH:27][CH:26]=[C:25]([O:29][CH2:30][CH2:31][N:32]2[CH2:37][CH2:36][O:35][CH2:34][CH2:33]2)[CH:24]=1)[CH2:11][CH2:12][C:13]1[CH:18]=[CH:17][C:16]([O:19][CH3:20])=[C:15]([O:21][CH3:22])[CH:14]=1)=[O:8].CCN(C(C)C)C(C)C.CN(C(ON1N=NC2C=CC=NC1=2)=[N+](C)C)C.F[P-](F)(F)(F)(F)F.[CH2:71]([C@@H:73]1[CH2:78][CH2:77][CH2:76][CH2:75][C@:74]1([C:80](=[O:84])[C:81](O)=[O:82])[OH:79])[CH3:72]. No catalyst specified. The product is [CH3:22][O:21][C:15]1[CH:14]=[C:13]([CH2:12][CH2:11][C@@H:10]([O:9][C:7]([C@@H:2]2[CH2:3][CH2:4][CH2:5][CH2:6][N:1]2[C:81](=[O:82])[C:80]([C@:74]2([OH:79])[CH2:75][CH2:76][CH2:77][CH2:78][C@H:73]2[CH2:71][CH3:72])=[O:84])=[O:8])[C:23]2[CH:28]=[CH:27][CH:26]=[C:25]([O:29][CH2:30][CH2:31][N:32]3[CH2:33][CH2:34][O:35][CH2:36][CH2:37]3)[CH:24]=2)[CH:18]=[CH:17][C:16]=1[O:19][CH3:20]. The yield is 0.250. (3) The reactants are [CH3:1][O:2][C:3]1[N:8]=[CH:7][C:6]([C:9]2[C:13]3[CH:14]=[C:15]4[C:20](=[CH:21][C:12]=3[NH:11][N:10]=2)[NH:19][C:18](=[O:22])[N:17]([C@@H:23]2[CH2:28][CH2:27][CH2:26][NH:25][CH2:24]2)[CH2:16]4)=[CH:5][N:4]=1.[S:29]1[CH:33]=[CH:32][CH:31]=[C:30]1[CH:34]=O.CC(O)=O.[BH3-]C#N.[Na+]. The catalyst is CO. The product is [CH3:1][O:2][C:3]1[N:4]=[CH:5][C:6]([C:9]2[C:13]3[CH:14]=[C:15]4[C:20](=[CH:21][C:12]=3[NH:11][N:10]=2)[NH:19][C:18](=[O:22])[N:17]([C@@H:23]2[CH2:28][CH2:27][CH2:26][N:25]([CH2:34][C:30]3[S:29][CH:33]=[CH:32][CH:31]=3)[CH2:24]2)[CH2:16]4)=[CH:7][N:8]=1. The yield is 0.675. (4) The reactants are Br[C:2]1[CH:8]=[C:7]([N+:9]([O-:11])=[O:10])[CH:6]=[CH:5][C:3]=1[NH2:4].[C:12]([C:14]1([CH3:17])[CH2:16][CH2:15]1)#[CH:13]. The catalyst is C(N(CC)CC)C.[Cu]I.Cl[Pd](Cl)([P](C1C=CC=CC=1)(C1C=CC=CC=1)C1C=CC=CC=1)[P](C1C=CC=CC=1)(C1C=CC=CC=1)C1C=CC=CC=1. The product is [CH3:17][C:14]1([C:12]#[C:13][C:2]2[CH:8]=[C:7]([N+:9]([O-:11])=[O:10])[CH:6]=[CH:5][C:3]=2[NH2:4])[CH2:16][CH2:15]1. The yield is 0.790. (5) The reactants are C(OC(=O)[N:6]([C:30]([CH3:33])([CH3:32])[CH3:31])[CH2:7][C:8]1[CH:13]=[CH:12][CH:11]=[C:10]([C:14]2[CH:19]=[CH:18][N:17]=[C:16]([NH:20][CH2:21][CH2:22][C:23]3[CH:28]=[CH:27][C:26]([OH:29])=[CH:25][CH:24]=3)[N:15]=2)[CH:9]=1)C=C.C(N(C(C)C)CC)(C)C.CN1C(=O)CC(=O)N(C)C1=O. The catalyst is C(Cl)Cl.C1C=CC([P]([Pd]([P](C2C=CC=CC=2)(C2C=CC=CC=2)C2C=CC=CC=2)([P](C2C=CC=CC=2)(C2C=CC=CC=2)C2C=CC=CC=2)[P](C2C=CC=CC=2)(C2C=CC=CC=2)C2C=CC=CC=2)(C2C=CC=CC=2)C2C=CC=CC=2)=CC=1. The product is [C:30]([NH:6][CH2:7][C:8]1[CH:9]=[C:10]([C:14]2[CH:19]=[CH:18][N:17]=[C:16]([NH:20][CH2:21][CH2:22][C:23]3[CH:24]=[CH:25][C:26]([OH:29])=[CH:27][CH:28]=3)[N:15]=2)[CH:11]=[CH:12][CH:13]=1)([CH3:33])([CH3:31])[CH3:32]. The yield is 0.780.